This data is from Retrosynthesis with 50K atom-mapped reactions and 10 reaction types from USPTO. The task is: Predict the reactants needed to synthesize the given product. (1) Given the product Nc1cnc2[nH]c(CO)nc2c1, predict the reactants needed to synthesize it. The reactants are: O=[N+]([O-])c1cnc2[nH]c(CO)nc2c1. (2) Given the product Cc1nc2c(OCc3c(F)cccc3F)cccn2c1C(=O)NC(C)(CO)c1nnn(C)n1, predict the reactants needed to synthesize it. The reactants are: CI.Cc1nc2c(OCc3c(F)cccc3F)cccn2c1C(=O)NC(C)(CO)c1nn[nH]n1. (3) Given the product COc1cc(Nc2nc(NCC3CCN(C(=O)CC#N)CC3)n3ccnc3c2C(N)=O)cc(OC)c1, predict the reactants needed to synthesize it. The reactants are: COc1cc(Nc2nc(NCC3CCNCC3)n3ccnc3c2C(N)=O)cc(OC)c1.N#CCC(=O)O. (4) Given the product CC(C)(C)c1ccc(Oc2ccc(-c3ccc(OC(F)(F)F)cc3)cc2C=O)cc1, predict the reactants needed to synthesize it. The reactants are: CC(C)(C)c1ccc(O)cc1.O=Cc1cc(-c2ccc(OC(F)(F)F)cc2)ccc1F. (5) Given the product CC(=O)NNC(=O)c1ccc(OCCCC2CCN(C(=O)OC(C)C)CC2)cc1F, predict the reactants needed to synthesize it. The reactants are: CC(=O)OC(C)=O.CC(C)OC(=O)N1CCC(CCCOc2ccc(C(=O)NN)c(F)c2)CC1.